Dataset: TCR-epitope binding with 47,182 pairs between 192 epitopes and 23,139 TCRs. Task: Binary Classification. Given a T-cell receptor sequence (or CDR3 region) and an epitope sequence, predict whether binding occurs between them. (1) The epitope is IVTDFSVIK. The TCR CDR3 sequence is CASSESDRAKETQYF. Result: 1 (the TCR binds to the epitope). (2) The epitope is YLQPRTFLL. The TCR CDR3 sequence is CASSIIGGGNTGELFF. Result: 1 (the TCR binds to the epitope). (3) The epitope is ATDALMTGY. The TCR CDR3 sequence is CASSSGVSGANVLTF. Result: 1 (the TCR binds to the epitope).